From a dataset of Reaction yield outcomes from USPTO patents with 853,638 reactions. Predict the reaction yield, written as a fraction of the theoretical maximum amount of product (1.0 means a 100% yield; for example, 0.34 means a 34% yield). (1) The reactants are [NH:1]([C:9]([O:11][C:12]([CH3:15])([CH3:14])[CH3:13])=[O:10])[C@H:2]([C:6]([OH:8])=O)[CH:3]([CH3:5])[CH3:4].C(N1[CH:27]=[CH:26]N=C1)(N1C=CN=C1)=O.[Cl-].[Mg+2].[Cl-].C(O)(=O)[CH2:32][C:33]([OH:35])=[O:34].C([K])C. The catalyst is C1COCC1. The product is [C:12]([O:11][C:9]([NH:1][C@@H:2]([CH:3]([CH3:4])[CH3:5])[C:6](=[O:8])[CH2:32][C:33]([O:35][CH2:26][CH3:27])=[O:34])=[O:10])([CH3:15])([CH3:14])[CH3:13]. The yield is 0.860. (2) The reactants are [Cl:1][C:2]1[CH:3]=[C:4](/[C:9](/[C:31]([F:34])([F:33])[F:32])=[CH:10]/[C:11]([C:14]2[CH:15]=[C:16]3[C:20](=[CH:21][CH:22]=2)[CH:19]([NH:23][C:24](=[O:30])[CH2:25][CH:26]([O:28][CH3:29])[CH3:27])[CH2:18][CH2:17]3)=[N:12][OH:13])[CH:5]=[C:6]([Cl:8])[CH:7]=1.C(N(CC)CC)C.[C:42](Cl)(=[O:44])[CH3:43]. The catalyst is O1CCCC1. The product is [Cl:1][C:2]1[CH:3]=[C:4](/[C:9](/[C:31]([F:34])([F:32])[F:33])=[CH:10]/[C:11]([C:14]2[CH:15]=[C:16]3[C:20](=[CH:21][CH:22]=2)[CH:19]([NH:23][C:24](=[O:30])[CH2:25][CH:26]([O:28][CH3:29])[CH3:27])[CH2:18][CH2:17]3)=[N:12][O:13][C:42](=[O:44])[CH3:43])[CH:5]=[C:6]([Cl:8])[CH:7]=1. The yield is 0.690.